From a dataset of Full USPTO retrosynthesis dataset with 1.9M reactions from patents (1976-2016). Predict the reactants needed to synthesize the given product. (1) Given the product [NH2:14][C:15]1[CH:16]=[N:17][C:18]2[C:23]([CH:24]=1)=[N:22][C:21]([O:25][CH3:26])=[CH:20][CH:19]=2, predict the reactants needed to synthesize it. The reactants are: FC(F)(F)C(O)=O.C(OC(=O)[NH:14][C:15]1[CH:16]=[N:17][C:18]2[C:23]([CH:24]=1)=[N:22][C:21]([O:25][CH3:26])=[CH:20][CH:19]=2)(C)(C)C. (2) Given the product [CH2:15]([O:14][C:13]1[CH:12]=[CH:11][C:8]([C:9]#[N:10])=[CH:7][C:6]=1[C:2]([CH3:1])([CH3:5])[CH:3]=[CH2:4])[C:16]1[CH:21]=[CH:20][CH:19]=[CH:18][CH:17]=1, predict the reactants needed to synthesize it. The reactants are: [CH3:1][C:2]([C:6]1[CH:7]=[C:8]([CH:11]=[CH:12][C:13]=1[OH:14])[C:9]#[N:10])([CH3:5])[CH:3]=[CH2:4].[CH2:15](Br)[C:16]1[CH:21]=[CH:20][CH:19]=[CH:18][CH:17]=1.C(=O)([O-])[O-].[K+].[K+]. (3) Given the product [CH:14]1([C:17]2[NH:18][CH:19]=[C:20]([C:22]3[C:23]([O:32][CH3:33])=[CH:24][C:25]([O:30][CH3:31])=[C:26](/[CH:27]=[CH:2]/[C:1]([C:4]4[CH:5]=[CH:6][C:7]([S:10]([NH2:13])(=[O:11])=[O:12])=[CH:8][CH:9]=4)=[O:3])[CH:29]=3)[N:21]=2)[CH2:15][CH2:16]1, predict the reactants needed to synthesize it. The reactants are: [C:1]([C:4]1[CH:9]=[CH:8][C:7]([S:10]([NH2:13])(=[O:12])=[O:11])=[CH:6][CH:5]=1)(=[O:3])[CH3:2].[CH:14]1([C:17]2[NH:18][CH:19]=[C:20]([C:22]3[C:23]([O:32][CH3:33])=[CH:24][C:25]([O:30][CH3:31])=[C:26]([CH:29]=3)[CH:27]=O)[N:21]=2)[CH2:16][CH2:15]1.C[O-].[Li+].